This data is from Forward reaction prediction with 1.9M reactions from USPTO patents (1976-2016). The task is: Predict the product of the given reaction. (1) Given the reactants Cl[C:2]1[CH:3]=[CH:4][C:5]2[N:6]([C:8]([C:11]3[CH:16]=[CH:15][CH:14]=[C:13]([F:17])[CH:12]=3)=[CH:9][N:10]=2)[N:7]=1.[NH2:18][C@H:19]1[CH2:24][CH2:23][C@H:22]([C:25]([OH:28])([CH3:27])[CH3:26])[CH2:21][CH2:20]1.C([O-])(O)=O.[Na+], predict the reaction product. The product is: [F:17][C:13]1[CH:12]=[C:11]([C:8]2[N:6]3[N:7]=[C:2]([NH:18][C@H:19]4[CH2:24][CH2:23][C@H:22]([C:25]([OH:28])([CH3:26])[CH3:27])[CH2:21][CH2:20]4)[CH:3]=[CH:4][C:5]3=[N:10][CH:9]=2)[CH:16]=[CH:15][CH:14]=1. (2) Given the reactants [C:1]([O:4][C@H:5]([CH2:21][N:22]1[CH2:26][CH2:25][CH2:24][CH2:23]1)[CH2:6][O:7][C:8]1[CH:17]=[C:16]2[C:11]([C:12](Cl)=[N:13][CH:14]=[N:15]2)=[CH:10][C:9]=1[O:19][CH3:20])(=[O:3])[CH3:2].[F:27][C:28]1[C:36]([OH:37])=[CH:35][CH:34]=[C:33]2[C:29]=1[CH:30]=[C:31]([CH3:38])[NH:32]2.C(=O)([O-])[O-].[K+].[K+], predict the reaction product. The product is: [C:1]([O:4][C@H:5]([CH2:21][N:22]1[CH2:26][CH2:25][CH2:24][CH2:23]1)[CH2:6][O:7][C:8]1[CH:17]=[C:16]2[C:11]([C:12]([O:37][C:36]3[C:28]([F:27])=[C:29]4[C:33](=[CH:34][CH:35]=3)[NH:32][C:31]([CH3:38])=[CH:30]4)=[N:13][CH:14]=[N:15]2)=[CH:10][C:9]=1[O:19][CH3:20])(=[O:3])[CH3:2]. (3) Given the reactants [OH:1][C:2]1[CH:7]=[C:6]([CH3:8])[N:5]([CH3:9])[C:4](=[O:10])[C:3]=1[C:11](=[O:23])[CH:12]=[CH:13][C:14]1[CH:19]=[CH:18][CH:17]=[C:16]([C:20]([OH:22])=O)[CH:15]=1.ON1[C:29](=[O:30])[CH2:28]CC1=O.C1([N:38]=C=NC2CCCCC2)CCCCC1.CO, predict the reaction product. The product is: [OH:1][C:2]1[CH:7]=[C:6]([CH3:8])[N:5]([CH3:9])[C:4](=[O:10])[C:3]=1[C:11](=[O:23])[CH:12]=[CH:13][C:14]1[CH:19]=[CH:18][CH:17]=[C:16]([C:20]([NH:38][CH2:28][CH2:29][OH:30])=[O:22])[CH:15]=1. (4) Given the reactants [CH:1]([N:4]1[C:8]([SH:9])=[N:7][C:6]([C:10]2[CH:15]=[CH:14][N:13]=[CH:12][CH:11]=2)=[N:5]1)([CH3:3])[CH3:2].[Cl:16][C:17]1[CH:18]=[C:19]([NH:23][C:24](=[O:27])[CH2:25]Cl)[CH:20]=[CH:21][CH:22]=1.C(N(CC)CC)C, predict the reaction product. The product is: [Cl:16][C:17]1[CH:18]=[C:19]([NH:23][C:24](=[O:27])[CH2:25][S:9][C:8]2[N:4]([CH:1]([CH3:3])[CH3:2])[N:5]=[C:6]([C:10]3[CH:15]=[CH:14][N:13]=[CH:12][CH:11]=3)[N:7]=2)[CH:20]=[CH:21][CH:22]=1.